Dataset: Reaction yield outcomes from USPTO patents with 853,638 reactions. Task: Predict the reaction yield, written as a fraction of the theoretical maximum amount of product (1.0 means a 100% yield; for example, 0.34 means a 34% yield). (1) The reactants are [N+:1]([C:4]1[CH:12]=[C:11]2[C:7]([CH:8]=[N:9][N:10]2[CH2:13][CH2:14][N:15]2[CH2:19][CH2:18][O:17][C:16]2=[O:20])=[CH:6][CH:5]=1)([O-])=O.[Cl-].[NH4+]. The catalyst is [Fe].C(O)C.O. The product is [NH2:1][C:4]1[CH:12]=[C:11]2[C:7]([CH:8]=[N:9][N:10]2[CH2:13][CH2:14][N:15]2[CH2:19][CH2:18][O:17][C:16]2=[O:20])=[CH:6][CH:5]=1. The yield is 0.670. (2) The reactants are [NH2:1][CH:2]([CH2:5][OH:6])[CH2:3][OH:4].C(=O)([O-])[O-].[K+].[K+].[Cl:13][C:14]1[CH:19]=[CH:18][C:17]([S:20](Cl)(=[O:22])=[O:21])=[CH:16][CH:15]=1.[CH2:24]1[CH2:28]OC[CH2:25]1. No catalyst specified. The product is [Cl:13][C:14]1[CH:19]=[CH:18][C:17]([S:20]([NH:1][CH:2]2[CH2:5][O:6][C:24]([CH3:28])([CH3:25])[O:4][CH2:3]2)(=[O:22])=[O:21])=[CH:16][CH:15]=1. The yield is 0.696. (3) The reactants are C1(P(C2C=CC=CC=2)C2C=CC=CC=2)C=CC=CC=1.Br[C:21]1[C:22]2[N:23]([N:27]=[C:28]([Cl:30])[N:29]=2)[CH:24]=[CH:25][CH:26]=1.[CH3:31][O:32][C:33]1[CH:38]=[CH:37][CH:36]=[CH:35][C:34]=1B(O)O.C(=O)([O-])[O-].[Na+].[Na+].O. The catalyst is ClCCl.C([O-])(=O)C.[Pd+2].C([O-])(=O)C.CN(C)C=O.O1CCOCC1. The product is [Cl:30][C:28]1[N:29]=[C:22]2[C:21]([C:34]3[CH:35]=[CH:36][CH:37]=[CH:38][C:33]=3[O:32][CH3:31])=[CH:26][CH:25]=[CH:24][N:23]2[N:27]=1. The yield is 0.830. (4) The product is [CH2:17]([C@@H:14]1[CH2:15][CH2:16][NH:11][CH2:12][C@H:13]1[O:21][C:22]([N:24]1[CH2:29][CH2:28][CH2:27][C@@H:26]([C@H:30]([C:39]2[CH:44]=[CH:43][CH:42]=[C:41]([Cl:45])[CH:40]=2)[O:31][CH2:32][CH2:33][NH:34][C:35]([O:37][CH3:38])=[O:36])[CH2:25]1)=[O:23])[CH:18]([CH3:20])[CH3:19]. The catalyst is [Pd](Cl)Cl.CCOC(C)=O. The reactants are C(OC([N:11]1[CH2:16][CH2:15][C@@H:14]([CH2:17][CH:18]([CH3:20])[CH3:19])[C@H:13]([O:21][C:22]([N:24]2[CH2:29][CH2:28][CH2:27][C@@H:26]([C@H:30]([C:39]3[CH:44]=[CH:43][CH:42]=[C:41]([Cl:45])[CH:40]=3)[O:31][CH2:32][CH2:33][NH:34][C:35]([O:37][CH3:38])=[O:36])[CH2:25]2)=[O:23])[CH2:12]1)=O)C1C=CC=CC=1. The yield is 0.670. (5) The reactants are [Cl:1][C:2]1[CH:7]=[CH:6][C:5]([F:8])=[C:4]([Cl:9])[C:3]=1[CH:10](Br)[CH3:11].[NH2:13][C:14]1[C:19]([OH:20])=[CH:18][C:17]([Br:21])=[CH:16][N:15]=1.C([O-])([O-])=O.[K+].[K+]. The catalyst is CN(C=O)C. The product is [Br:21][C:17]1[CH:18]=[C:19]([O:20][CH:10]([C:3]2[C:2]([Cl:1])=[CH:7][CH:6]=[C:5]([F:8])[C:4]=2[Cl:9])[CH3:11])[C:14]([NH2:13])=[N:15][CH:16]=1. The yield is 0.420. (6) The reactants are [OH-].[Na+].[CH3:3][C:4]1[C:8]([C:9]2[CH:18]=[C:17]3[C:12]([C:13]([NH:33][C:34]4[CH:39]=[CH:38][CH:37]=[C:36]([C:40]([O:42]CC)=[O:41])[CH:35]=4)=[C:14]([C:19]([NH:21][CH2:22][C:23]4[CH:24]=[C:25]([CH:30]=[CH:31][CH:32]=4)[C:26]([O:28]C)=[O:27])=[O:20])[CH:15]=[N:16]3)=[CH:11][CH:10]=2)=[C:7]([CH3:45])[O:6][N:5]=1. The catalyst is C(O)C. The product is [C:40]([C:36]1[CH:35]=[C:34]([NH:33][C:13]2[C:12]3[C:17](=[CH:18][C:9]([C:8]4[C:4]([CH3:3])=[N:5][O:6][C:7]=4[CH3:45])=[CH:10][CH:11]=3)[N:16]=[CH:15][C:14]=2[C:19]([NH:21][CH2:22][C:23]2[CH:24]=[C:25]([CH:30]=[CH:31][CH:32]=2)[C:26]([OH:28])=[O:27])=[O:20])[CH:39]=[CH:38][CH:37]=1)([OH:42])=[O:41]. The yield is 0.395.